This data is from CYP2C19 inhibition data for predicting drug metabolism from PubChem BioAssay. The task is: Regression/Classification. Given a drug SMILES string, predict its absorption, distribution, metabolism, or excretion properties. Task type varies by dataset: regression for continuous measurements (e.g., permeability, clearance, half-life) or binary classification for categorical outcomes (e.g., BBB penetration, CYP inhibition). Dataset: cyp2c19_veith. (1) The compound is CCOC(=O)c1cncn1[C@H](C)c1ccccc1. The result is 0 (non-inhibitor). (2) The molecule is O=C(CSCc1ccccc1)Nc1ccc(S(=O)(=O)N2CCOCC2)cc1. The result is 1 (inhibitor). (3) The compound is COc1ccc(CC(=O)NCCN2CCCC2)cc1.Cl. The result is 0 (non-inhibitor). (4) The compound is O=C(O)c1cccnc1Nc1cccc(C(F)(F)F)c1. The result is 0 (non-inhibitor). (5) The molecule is CC1(COc2ccc(C[C@H]3SC(=O)NC3=O)cc2)CCCCC1. The result is 0 (non-inhibitor).